The task is: Predict the reactants needed to synthesize the given product.. This data is from Full USPTO retrosynthesis dataset with 1.9M reactions from patents (1976-2016). Given the product [C:28]([O:30][C:4]1([N:7]=[O:8])[CH2:5][CH2:6][O:1][CH2:2][CH2:3]1)(=[O:29])[C:27]([CH3:32])([CH3:31])[CH3:26], predict the reactants needed to synthesize it. The reactants are: [O:1]1[CH2:6][CH2:5][C:4](=[N:7][OH:8])[CH2:3][CH2:2]1.C([O-])(=O)C.C([O-])(=O)C.C([O-])(=O)C.C([O-])(=O)C.[Pb+4].[CH3:26][C:27]([CH3:32])([CH3:31])[C:28]([OH:30])=[O:29].